Dataset: Forward reaction prediction with 1.9M reactions from USPTO patents (1976-2016). Task: Predict the product of the given reaction. (1) Given the reactants C([O:3][C:4]([C:6]1[CH:36]=[C:35]([F:37])[C:9]([CH2:10][N:11]2[C:19]3[C:14](=[CH:15][CH:16]=[CH:17][CH:18]=3)[C:13]([C:20]3[N:25]=[C:24]([NH:26][C:27]4[CH:32]=[CH:31][N:30]=[CH:29][CH:28]=4)[C:23]([O:33][CH3:34])=[CH:22][N:21]=3)=[N:12]2)=[C:8]([F:38])[CH:7]=1)=[CH2:5])C.O.CC1C=CC(S(O)(=O)=O)=CC=1, predict the reaction product. The product is: [F:37][C:35]1[CH:36]=[C:6]([C:4](=[O:3])[CH3:5])[CH:7]=[C:8]([F:38])[C:9]=1[CH2:10][N:11]1[C:19]2[C:14](=[CH:15][CH:16]=[CH:17][CH:18]=2)[C:13]([C:20]2[N:25]=[C:24]([NH:26][C:27]3[CH:32]=[CH:31][N:30]=[CH:29][CH:28]=3)[C:23]([O:33][CH3:34])=[CH:22][N:21]=2)=[N:12]1. (2) The product is: [C:25]([O:24][C:22](=[O:29])[NH:23][C:2]1[CH:3]=[CH:4][C:5]2[O:6][CH2:7][C:8](=[O:21])[N:9]([CH2:12][C:13]3[CH:18]=[CH:17][C:16]([O:19][CH3:20])=[CH:15][CH:14]=3)[C:10]=2[N:11]=1)([CH3:28])([CH3:27])[CH3:26]. Given the reactants Br[C:2]1[CH:3]=[CH:4][C:5]2[O:6][CH2:7][C:8](=[O:21])[N:9]([CH2:12][C:13]3[CH:18]=[CH:17][C:16]([O:19][CH3:20])=[CH:15][CH:14]=3)[C:10]=2[N:11]=1.[C:22](=[O:29])([O:24][C:25]([CH3:28])([CH3:27])[CH3:26])[NH2:23].C([O-])([O-])=O.[Cs+].[Cs+].CC1(C)C2C(=C(P(C3C=CC=CC=3)C3C=CC=CC=3)C=CC=2)OC2C(P(C3C=CC=CC=3)C3C=CC=CC=3)=CC=CC1=2, predict the reaction product. (3) Given the reactants [C:1]([C:5]1[S:6][C:7]([C:24]2[CH:29]=[CH:28][N:27]=[C:26]([NH:30][CH2:31][C@@H:32]([NH:34]C(=O)OC(C)(C)C)[CH3:33])[N:25]=2)=[C:8]([C:10]2[CH:15]=[CH:14][CH:13]=[C:12]([NH:16][S:17]([CH2:20][CH2:21][CH3:22])(=[O:19])=[O:18])[C:11]=2[Cl:23])[N:9]=1)([CH3:4])([CH3:3])[CH3:2], predict the reaction product. The product is: [NH2:34][C@@H:32]([CH3:33])[CH2:31][NH:30][C:26]1[N:25]=[C:24]([C:7]2[S:6][C:5]([C:1]([CH3:4])([CH3:2])[CH3:3])=[N:9][C:8]=2[C:10]2[C:11]([Cl:23])=[C:12]([NH:16][S:17]([CH2:20][CH2:21][CH3:22])(=[O:19])=[O:18])[CH:13]=[CH:14][CH:15]=2)[CH:29]=[CH:28][N:27]=1. (4) Given the reactants [Cl:1][CH2:2][C:3](Cl)=[O:4].Cl.[NH2:7][CH:8]1[C:17](=[O:18])[C:16]2[C:11](=[CH:12][CH:13]=[CH:14][CH:15]=2)[O:10][CH2:9]1.C(N(CC)CC)C, predict the reaction product. The product is: [Cl:1][CH2:2][C:3]([NH:7][CH:8]1[C:17](=[O:18])[C:16]2[C:11](=[CH:12][CH:13]=[CH:14][CH:15]=2)[O:10][CH2:9]1)=[O:4].